Dataset: Reaction yield outcomes from USPTO patents with 853,638 reactions. Task: Predict the reaction yield, written as a fraction of the theoretical maximum amount of product (1.0 means a 100% yield; for example, 0.34 means a 34% yield). (1) The reactants are O.OO.N[C:5]([NH2:7])=[O:6].[OH-].[Na+].[CH3:10][O:11][C:12]1[CH:13]=[CH:14][C:15]([CH2:18][C:19]([N:21]2[CH2:46][CH2:45][C:24]3([CH2:27][N:26]([C@H:28]4[C:36]5[C:31](=[CH:32][C:33]([C:37]6[CH:44]=[CH:43][C:40](C#N)=[CH:39][N:38]=6)=[CH:34][CH:35]=5)[CH2:30][CH2:29]4)[CH2:25]3)[CH2:23][CH2:22]2)=[O:20])=[N:16][CH:17]=1. The catalyst is CCO. The product is [CH3:10][O:11][C:12]1[CH:13]=[CH:14][C:15]([CH2:18][C:19]([N:21]2[CH2:22][CH2:23][C:24]3([CH2:27][N:26]([C@H:28]4[C:36]5[C:31](=[CH:32][C:33]([C:37]6[CH:44]=[CH:43][C:40]([C:5]([NH2:7])=[O:6])=[CH:39][N:38]=6)=[CH:34][CH:35]=5)[CH2:30][CH2:29]4)[CH2:25]3)[CH2:45][CH2:46]2)=[O:20])=[N:16][CH:17]=1. The yield is 0.0800. (2) The reactants are Br[C:2]1[CH:7]=[CH:6][C:5]([Br:8])=[CH:4][N:3]=1.[Li]CCCC.CN([CH:17]=[O:18])C.[BH4-].[Na+].[CH3:21][C:22]([Si:25](Cl)([CH3:27])[CH3:26])([CH3:24])[CH3:23].N1C=CN=C1. The catalyst is C1(C)C=CC=CC=1.C(Cl)Cl.CN(C1C=CN=CC=1)C.CO. The product is [Br:8][C:5]1[CH:6]=[CH:7][C:2]([CH2:17][O:18][Si:25]([C:22]([CH3:24])([CH3:23])[CH3:21])([CH3:27])[CH3:26])=[N:3][CH:4]=1. The yield is 0.800.